Dataset: Forward reaction prediction with 1.9M reactions from USPTO patents (1976-2016). Task: Predict the product of the given reaction. Given the reactants [OH:1][C:2]([CH3:40])([CH3:39])[C:3]#[C:4][C:5]1[N:6]=[C:7]([N:10]([C:32]([O:34][C:35]([CH3:38])([CH3:37])[CH3:36])=[O:33])[CH2:11][C@@H:12]([NH:24][C:25](=[O:31])[O:26][C:27]([CH3:30])([CH3:29])[CH3:28])[CH2:13][C:14]2[CH:19]=[CH:18][C:17]([C:20]([F:23])([F:22])[F:21])=[CH:16][CH:15]=2)[S:8][CH:9]=1.C1C(=O)N([Br:48])C(=O)C1, predict the reaction product. The product is: [Br:48][C:9]1[S:8][C:7]([N:10]([C:32]([O:34][C:35]([CH3:38])([CH3:37])[CH3:36])=[O:33])[CH2:11][C@@H:12]([NH:24][C:25](=[O:31])[O:26][C:27]([CH3:30])([CH3:28])[CH3:29])[CH2:13][C:14]2[CH:15]=[CH:16][C:17]([C:20]([F:23])([F:21])[F:22])=[CH:18][CH:19]=2)=[N:6][C:5]=1[C:4]#[C:3][C:2]([OH:1])([CH3:40])[CH3:39].